Dataset: Catalyst prediction with 721,799 reactions and 888 catalyst types from USPTO. Task: Predict which catalyst facilitates the given reaction. (1) Reactant: [NH:1]1[CH2:6][CH2:5][O:4][CH2:3][CH2:2]1.Cl[C:8]1[CH:15]=[CH:14][C:11]([C:12]#[N:13])=[CH:10][CH:9]=1. Product: [N:1]1([C:8]2[CH:15]=[CH:14][C:11]([C:12]#[N:13])=[CH:10][CH:9]=2)[CH2:6][CH2:5][O:4][CH2:3][CH2:2]1. The catalyst class is: 6. (2) Reactant: CO[C:3](=[O:25])[C:4]1[CH:9]=[CH:8][C:7]([O:10][CH2:11][C:12]2[C:13]([C:19]3[CH:24]=[CH:23][CH:22]=[CH:21][CH:20]=3)=[N:14][O:15][C:16]=2[CH2:17][OH:18])=[N:6][CH:5]=1.[CH2:26]([CH2:28][NH2:29])[OH:27].N12CCCNC1=NCCC2. Product: [OH:27][CH2:26][CH2:28][NH:29][C:3](=[O:25])[C:4]1[CH:9]=[CH:8][C:7]([O:10][CH2:11][C:12]2[C:13]([C:19]3[CH:20]=[CH:21][CH:22]=[CH:23][CH:24]=3)=[N:14][O:15][C:16]=2[CH2:17][OH:18])=[N:6][CH:5]=1. The catalyst class is: 11. (3) The catalyst class is: 1. Product: [Cl:1][C:2]1[C:3]2[CH:10]=[C:9]([I:11])[NH:8][C:4]=2[N:5]=[CH:6][N:7]=1. Reactant: [Cl:1][C:2]1[C:3]2[CH:10]=[C:9]([I:11])[N:8](S(C3C=CC=CC=3)(=O)=O)[C:4]=2[N:5]=[CH:6][N:7]=1.[OH-].[Na+].